This data is from Full USPTO retrosynthesis dataset with 1.9M reactions from patents (1976-2016). The task is: Predict the reactants needed to synthesize the given product. (1) Given the product [CH3:1][N:2]([CH2:3][CH2:4][CH:5]1[O:10][CH2:9][CH2:8][N:7]([C:11]([O:13][CH2:14][C:15]2[CH:16]=[C:17]([Cl:22])[CH:18]=[C:19]([Cl:21])[CH:20]=2)=[O:12])[CH2:6]1)[C:29]([C:26]1[O:25][C:24](=[O:23])[NH:28][CH:27]=1)=[O:30], predict the reactants needed to synthesize it. The reactants are: [CH3:1][NH:2][CH2:3][CH2:4][CH:5]1[O:10][CH2:9][CH2:8][N:7]([C:11]([O:13][CH2:14][C:15]2[CH:20]=[C:19]([Cl:21])[CH:18]=[C:17]([Cl:22])[CH:16]=2)=[O:12])[CH2:6]1.[O:23]=[C:24]1[NH:28][CH:27]=[C:26]([C:29](O)=[O:30])[O:25]1.C(P1(=O)OP(CCC)(=O)OP(CCC)(=O)O1)CC.CCN(C(C)C)C(C)C. (2) The reactants are: Cl[CH2:2][C:3]([NH:5][C:6]1[CH:19]=[CH:18][C:17]2[C:16](=[O:20])[C:15]3[C:10](=[CH:11][C:12]([NH:21][C:22](=[O:25])[CH2:23]Cl)=[CH:13][CH:14]=3)[C:9](=[O:26])[C:8]=2[CH:7]=1)=[O:4].[CH2:27]([NH2:30])[CH2:28][CH3:29].[N:31]1C=C[CH:34]=[CH:33][CH:32]=1. Given the product [CH2:27]([NH:30][CH2:2][C:3]([NH:5][C:6]1[CH:19]=[CH:18][C:17]2[C:16](=[O:20])[C:15]3[C:10](=[CH:11][C:12]([NH:21][C:22](=[O:25])[CH2:23][NH:31][CH2:32][CH2:33][CH3:34])=[CH:13][CH:14]=3)[C:9](=[O:26])[C:8]=2[CH:7]=1)=[O:4])[CH2:28][CH3:29], predict the reactants needed to synthesize it. (3) Given the product [Cl:1][C:2]1[CH:3]=[CH:4][C:5]([C:8]([N:14]2[C:22]3[CH:21]=[CH:20][CH:19]=[C:18]([NH2:23])[C:17]=3[CH:16]=[CH:15]2)([CH2:12][CH3:13])[CH2:9][O:10][CH3:11])=[CH:6][CH:7]=1, predict the reactants needed to synthesize it. The reactants are: [Cl:1][C:2]1[CH:7]=[CH:6][C:5]([C:8]([N:14]2[C:22]3[C:17](=[C:18]([N:23]4C(C)=CC=C4C)[CH:19]=[CH:20][CH:21]=3)[CH:16]=[CH:15]2)([CH2:12][CH3:13])[CH2:9][O:10][CH3:11])=[CH:4][CH:3]=1.NO.Cl.C(N(CC)CC)C.